This data is from Full USPTO retrosynthesis dataset with 1.9M reactions from patents (1976-2016). The task is: Predict the reactants needed to synthesize the given product. (1) The reactants are: C(O[C:5]([C:7]1[C:12]([C:13]2([CH3:18])[O:17][CH2:16][CH2:15][O:14]2)=[CH:11][CH:10]=[CH:9][N:8]=1)=[O:6])(C)C.[O:19]1[C:23]2[CH:24]=[CH:25][C:26]([CH2:28][N:29]3[C:33](=[O:34])[CH2:32][CH2:31][C:30]3=[O:35])=[CH:27][C:22]=2[O:21][CH2:20]1.[H-].[Na+]. Given the product [O:19]1[C:23]2[CH:24]=[CH:25][C:26]([CH2:28][N:29]3[C:33](=[O:34])[CH2:32][C:31](=[C:5]([OH:6])[C:7]4[C:12]([C:13]5([CH3:18])[O:14][CH2:15][CH2:16][O:17]5)=[CH:11][CH:10]=[CH:9][N:8]=4)[C:30]3=[O:35])=[CH:27][C:22]=2[O:21][CH2:20]1, predict the reactants needed to synthesize it. (2) Given the product [Br:1][C:2]1[CH:3]=[C:4]2[C:9](=[CH:10][CH:11]=1)[N:8]=[C:7]([S:12][CH3:14])[NH:6][C:5]2=[O:13], predict the reactants needed to synthesize it. The reactants are: [Br:1][C:2]1[CH:3]=[C:4]2[C:9](=[CH:10][CH:11]=1)[NH:8][C:7](=[S:12])[NH:6][C:5]2=[O:13].[CH3:14][O-].[Na+].IC. (3) Given the product [CH2:17]([O:16][C:15](=[O:19])[NH:2]/[C:3](/[C:7]1[CH:12]=[CH:11][C:10]([F:13])=[CH:9][C:8]=1[Cl:14])=[CH:4]\[C:5]#[N:6])[CH3:18], predict the reactants needed to synthesize it. The reactants are: [Na].[NH2:2][C:3]([C:7]1[CH:12]=[CH:11][C:10]([F:13])=[CH:9][C:8]=1[Cl:14])=[CH:4][C:5]#[N:6].[C:15](=O)([O:19]CC)[O:16][CH2:17][CH3:18].Cl. (4) Given the product [C:1]1([CH3:53])[CH:6]=[CH:5][C:4]([S:7]([CH2:10][CH2:11][O:12][C:13](=[O:52])[CH2:14][O:15][C:16]2[CH:17]=[CH:18][C:19]([S:23]([N:26]3[C:30]4[CH:31]=[CH:32][CH:33]=[CH:34][C:29]=4[N:28]=[C:27]3[S:35]([CH2:37][C:38]3[C:43]([CH3:44])=[C:42]([O:45][CH2:46][C:47]([F:50])([F:48])[F:49])[CH:41]=[CH:40][N:39]=3)=[O:36])(=[O:24])=[O:25])=[CH:20][CH:21]=2)(=[O:8])=[O:9])=[CH:3][CH:2]=1, predict the reactants needed to synthesize it. The reactants are: [C:1]1([CH3:53])[CH:6]=[CH:5][C:4]([S:7]([CH2:10][CH2:11][O:12][C:13](=[O:52])[CH2:14][O:15][C:16]2[CH:21]=[C:20](C)[C:19]([S:23]([N:26]3[C:30]4[CH:31]=[CH:32][CH:33]=[CH:34][C:29]=4[N:28]=[C:27]3[S:35]([CH2:37][C:38]3[C:43]([CH3:44])=[C:42]([O:45][CH2:46][C:47]([F:50])([F:49])[F:48])[CH:41]=[CH:40][N:39]=3)=[O:36])(=[O:25])=[O:24])=[C:18](C)[CH:17]=2)(=[O:9])=[O:8])=[CH:3][CH:2]=1.C([O-])(O)=O.[Na+]. (5) Given the product [CH3:23][N:24]([CH2:26][C:15]1[S:14][C:6]2[NH:7][C:8](=[O:13])[C:9]3[CH:10]=[CH:11][CH:12]=[C:3]([O:2][CH3:1])[C:4]=3[C:5]=2[CH:16]=1)[CH3:25], predict the reactants needed to synthesize it. The reactants are: [CH3:1][O:2][C:3]1[C:4]2[C:5]3[CH:16]=[CH:15][S:14][C:6]=3[NH:7][C:8](=[O:13])[C:9]=2[CH:10]=[CH:11][CH:12]=1.[Cl-].CC=[N+]=CC.[CH3:23][N:24]([CH:26]=O)[CH3:25]. (6) Given the product [NH2:32][CH2:31][C:30]#[C:29][C:19]1[C:20]2[C:25](=[CH:24][CH:23]=[C:22]([N+:26]([O-:28])=[O:27])[CH:21]=2)[N:17]([CH:15]2[O:16][CH:12]([CH:11]([C:40]3[CH:41]=[CH:42][CH:43]=[CH:44][CH:45]=3)[O:10][CH:9]([C:6]3[CH:5]=[CH:4][C:3]([O:2][CH3:1])=[CH:8][CH:7]=3)[C:46]3[CH:51]=[CH:50][C:49]([O:52][CH3:53])=[CH:48][CH:47]=3)[CH:13]([OH:39])[CH2:14]2)[CH:18]=1, predict the reactants needed to synthesize it. The reactants are: [CH3:1][O:2][C:3]1[CH:8]=[CH:7][C:6]([CH:9]([C:46]2[CH:51]=[CH:50][C:49]([O:52][CH3:53])=[CH:48][CH:47]=2)[O:10][CH:11]([C:40]2[CH:45]=[CH:44][CH:43]=[CH:42][CH:41]=2)[CH:12]2[O:16][CH:15]([N:17]3[C:25]4[C:20](=[CH:21][C:22]([N+:26]([O-:28])=[O:27])=[CH:23][CH:24]=4)[C:19]([C:29]#[C:30][CH2:31][NH:32]C(=O)C(F)(F)F)=[CH:18]3)[CH2:14][CH:13]2[OH:39])=[CH:5][CH:4]=1.